From a dataset of Full USPTO retrosynthesis dataset with 1.9M reactions from patents (1976-2016). Predict the reactants needed to synthesize the given product. Given the product [Br:17][C:18]1[CH:19]=[N:20][C:21]([NH:24][C@@H:25]2[CH2:30][CH2:29][CH2:28][N:27]([C:14]([C:9]3[CH:10]=[CH:11][CH:12]=[CH:13][C:8]=3[C:4]3[CH:5]=[CH:6][CH:7]=[C:2]([F:1])[CH:3]=3)=[O:16])[CH2:26]2)=[N:22][CH:23]=1, predict the reactants needed to synthesize it. The reactants are: [F:1][C:2]1[CH:3]=[C:4]([C:8]2[C:9]([C:14]([OH:16])=O)=[CH:10][CH:11]=[CH:12][CH:13]=2)[CH:5]=[CH:6][CH:7]=1.[Br:17][C:18]1[CH:19]=[N:20][C:21]([NH:24][C@@H:25]2[CH2:30][CH2:29][CH2:28][NH:27][CH2:26]2)=[N:22][CH:23]=1.